Dataset: Forward reaction prediction with 1.9M reactions from USPTO patents (1976-2016). Task: Predict the product of the given reaction. The product is: [F:22][C:21]([F:24])([F:23])[C:19]([OH:25])=[O:20].[CH3:1][N:2]1[C:10]2[CH2:9][CH2:8][NH:7][CH2:6][C:5]=2[C:4]([CH3:18])=[N:3]1. Given the reactants [CH3:1][N:2]1[C:10]2[CH2:9][CH2:8][N:7](C(OC(C)(C)C)=O)[CH2:6][C:5]=2[C:4]([CH3:18])=[N:3]1.[C:19]([OH:25])([C:21]([F:24])([F:23])[F:22])=[O:20], predict the reaction product.